From a dataset of Reaction yield outcomes from USPTO patents with 853,638 reactions. Predict the reaction yield, written as a fraction of the theoretical maximum amount of product (1.0 means a 100% yield; for example, 0.34 means a 34% yield). (1) The reactants are [NH2:1][C:2]1[C:7]([N+:8]([O-])=O)=[CH:6][CH:5]=[C:4]([S:11][C:12]2[CH:17]=[CH:16][CH:15]=[CH:14][CH:13]=2)[N:3]=1.[H][H]. The catalyst is CC(O)C.[Ni]. The product is [NH2:1][C:2]1[C:7]([NH2:8])=[CH:6][CH:5]=[C:4]([S:11][C:12]2[CH:17]=[CH:16][CH:15]=[CH:14][CH:13]=2)[N:3]=1. The yield is 0.871. (2) The reactants are [C:1]([O:5][C:6]([N:8]1[CH2:12][C@H:11]([OH:13])[CH2:10][C@@H:9]1[CH2:14][C:15]1[C:23]2[C:18](=[CH:19][CH:20]=[CH:21][CH:22]=2)[NH:17][C:16]=1[CH3:24])=[O:7])([CH3:4])([CH3:3])[CH3:2].C(N(CC)CC)C.[CH3:32][S:33](Cl)(=[O:35])=[O:34].O. The catalyst is ClCCl. The product is [C:1]([O:5][C:6]([N:8]1[CH2:12][C@H:11]([O:13][S:33]([CH3:32])(=[O:35])=[O:34])[CH2:10][C@@H:9]1[CH2:14][C:15]1[C:23]2[C:18](=[CH:19][CH:20]=[CH:21][CH:22]=2)[NH:17][C:16]=1[CH3:24])=[O:7])([CH3:4])([CH3:3])[CH3:2]. The yield is 1.00. (3) The product is [CH2:29]([N:17]1[C:16](=[O:36])[C:15]([C:12]2[CH:13]=[CH:14][C:9]([O:8][C:6]3[CH:5]=[CH:4][N:3]=[C:2]([NH:1][C:41]([N:40]4[CH2:43][CH2:44][CH2:38][CH2:39]4)=[O:47])[CH:7]=3)=[C:10]([F:37])[CH:11]=2)=[CH:20][N:19]=[C:18]1[NH:21][C:22]1[CH:23]=[CH:24][C:25]([F:28])=[CH:26][CH:27]=1)[C:30]1[CH:35]=[CH:34][CH:33]=[CH:32][CH:31]=1. The yield is 0.0400. The catalyst is C1COCC1. The reactants are [NH2:1][C:2]1[CH:7]=[C:6]([O:8][C:9]2[CH:14]=[CH:13][C:12]([C:15]3[C:16](=[O:36])[N:17]([CH2:29][C:30]4[CH:35]=[CH:34][CH:33]=[CH:32][CH:31]=4)[C:18]([NH:21][C:22]4[CH:27]=[CH:26][C:25]([F:28])=[CH:24][CH:23]=4)=[N:19][CH:20]=3)=[CH:11][C:10]=2[F:37])[CH:5]=[CH:4][N:3]=1.[CH3:38][CH2:39][N:40]([CH2:43][CH3:44])[CH2:41]C.ClC(OC1C=CC=CC=1)=[O:47].N1CCCC1. (4) The reactants are O[CH2:2][CH2:3][C:4]1[N:5]=[C:6]([C:27]2[CH:32]=[CH:31][C:30]([O:33][CH3:34])=[CH:29][CH:28]=2)[S:7][C:8]=1[C:9]([NH:11][C:12]1[CH:17]=[CH:16][C:15]([O:18][C:19](=[O:24])[C:20]([CH3:23])([CH3:22])[CH3:21])=[C:14]([O:25][CH3:26])[CH:13]=1)=[O:10].CCN(CC)CC.CS(Cl)(=O)=O.[H-].[Na+].Cl. The catalyst is C(Cl)Cl. The product is [CH3:26][O:25][C:14]1[CH:13]=[C:12]([N:11]2[CH2:2][CH2:3][C:4]3[N:5]=[C:6]([C:27]4[CH:32]=[CH:31][C:30]([O:33][CH3:34])=[CH:29][CH:28]=4)[S:7][C:8]=3[C:9]2=[O:10])[CH:17]=[CH:16][C:15]=1[O:18][C:19](=[O:24])[C:20]([CH3:22])([CH3:21])[CH3:23]. The yield is 0.990. (5) The reactants are [I:1][C:2]1[N:7]=[CH:6][N:5]=[C:4]([NH:8][C@H:9]2[C@@H:13]3[O:14][C:15]([CH3:18])([CH3:17])[O:16][C@@H:12]3[C@@H:11]([CH2:19][OH:20])[CH2:10]2)[CH:3]=1.N1C=CN=C1.[Si:26](Cl)([C:29]([CH3:32])([CH3:31])[CH3:30])([CH3:28])[CH3:27]. The catalyst is CN(C=O)C.O. The product is [Si:26]([O:20][CH2:19][C@@H:11]1[C@H:12]2[O:16][C:15]([CH3:17])([CH3:18])[O:14][C@H:13]2[C@H:9]([NH:8][C:4]2[CH:3]=[C:2]([I:1])[N:7]=[CH:6][N:5]=2)[CH2:10]1)([C:29]([CH3:32])([CH3:31])[CH3:30])([CH3:28])[CH3:27]. The yield is 0.860. (6) The reactants are [NH2:1][C:2]1[C:11]2[C:6](=[CH:7][CH:8]=[CH:9][CH:10]=2)[C:5]([S:12]([O-:15])(=[O:14])=[O:13])=[CH:4][CH:3]=1.[Na+].[N:17]([O-])=O.[Na+].OS(O)(=O)=O.Cl[Sn]Cl. The catalyst is O.Cl. The product is [NH:1]([C:2]1[C:11]2[C:6](=[CH:7][CH:8]=[CH:9][CH:10]=2)[C:5]([S:12]([OH:15])(=[O:13])=[O:14])=[CH:4][CH:3]=1)[NH2:17]. The yield is 0.590. (7) The reactants are [Cl:1][C:2]1[CH:7]=[CH:6][CH:5]=[CH:4][C:3]=1[F:8].[Li]CCCC.CCCCCC.CON(C)[C:23]([C@@H:25]1[CH2:30][CH2:29][CH2:28][N:27]([C:31]([O:33][C:34]([CH3:37])([CH3:36])[CH3:35])=[O:32])[CH2:26]1)=[O:24]. The catalyst is C1COCC1. The product is [Cl:1][C:2]1[C:3]([F:8])=[C:4]([CH:5]=[CH:6][CH:7]=1)[C:23]([C@@H:25]1[CH2:30][CH2:29][CH2:28][N:27]([C:31]([O:33][C:34]([CH3:37])([CH3:36])[CH3:35])=[O:32])[CH2:26]1)=[O:24]. The yield is 0.700.